The task is: Predict the product of the given reaction.. This data is from Forward reaction prediction with 1.9M reactions from USPTO patents (1976-2016). (1) Given the reactants ClC(OC(Cl)C)=O.C([N:15]1[CH2:20][CH2:19][CH:18]([NH:21][C:22](=[O:32])[CH2:23][O:24][C:25]2[CH:30]=[CH:29][CH:28]=[C:27]([Cl:31])[CH:26]=2)[CH2:17][CH2:16]1)C1C=CC=CC=1, predict the reaction product. The product is: [Cl:31][C:27]1[CH:26]=[C:25]([CH:30]=[CH:29][CH:28]=1)[O:24][CH2:23][C:22]([NH:21][CH:18]1[CH2:19][CH2:20][NH:15][CH2:16][CH2:17]1)=[O:32]. (2) Given the reactants [C:1]([C:11]1[CH:31]=[CH:30][C:14]([CH2:15][NH:16][C:17]2[CH:29]=[CH:28][C:20]3[O:21][C:22]([CH3:27])([CH3:26])[O:23][C:24](=[O:25])[C:19]=3[CH:18]=2)=[CH:13][CH:12]=1)#[C:2][CH2:3][CH2:4][CH2:5][CH2:6][CH2:7][CH2:8][CH2:9][CH3:10].[S:32]1[CH:36]=[CH:35][CH:34]=[C:33]1[CH2:37][C:38](Cl)=[O:39], predict the reaction product. The product is: [C:1]([C:11]1[CH:31]=[CH:30][C:14]([CH2:15][N:16]([C:17]2[CH:29]=[CH:28][C:20]3[O:21][C:22]([CH3:26])([CH3:27])[O:23][C:24](=[O:25])[C:19]=3[CH:18]=2)[C:38](=[O:39])[CH2:37][C:33]2[S:32][CH:36]=[CH:35][CH:34]=2)=[CH:13][CH:12]=1)#[C:2][CH2:3][CH2:4][CH2:5][CH2:6][CH2:7][CH2:8][CH2:9][CH3:10]. (3) Given the reactants [O-][CH2:2]C.[Na+].[NH:5]([CH2:7][CH2:8][OH:9])[NH2:6].Cl[CH2:11][C:12]#[N:13], predict the reaction product. The product is: [NH2:13][C:12]1[CH:11]=[CH:2][N:5]([CH2:7][CH2:8][OH:9])[N:6]=1. (4) Given the reactants Cl.[CH:2]1[C:15]2[NH:14][C:13]3[C:8](=[CH:9][CH:10]=[CH:11][CH:12]=3)[S:7][C:6]=2[CH:5]=[CH:4][C:3]=1[C:16]1[N:17]=[C:18]([CH2:21][NH2:22])[S:19][CH:20]=1.C(N(CC)CC)C.[CH3:30][O:31][C:32](Cl)=[O:33], predict the reaction product. The product is: [CH:2]1[C:15]2[NH:14][C:13]3[C:8](=[CH:9][CH:10]=[CH:11][CH:12]=3)[S:7][C:6]=2[CH:5]=[CH:4][C:3]=1[C:16]1[N:17]=[C:18]([CH2:21][NH:22][C:32](=[O:33])[O:31][CH3:30])[S:19][CH:20]=1. (5) Given the reactants [C:1](OCC)(OCC)(OCC)[CH2:2][CH3:3].[Cl:13][C:14]1[C:23]([NH2:24])=[C:22]([NH:25][CH2:26][C:27]2[O:31][N:30]=[C:29]([C:32]3[CH:37]=[CH:36][C:35]([F:38])=[CH:34][CH:33]=3)[CH:28]=2)[C:21]2[C:16](=[CH:17][CH:18]=[CH:19][CH:20]=2)[N:15]=1, predict the reaction product. The product is: [Cl:13][C:14]1[C:23]2[N:24]=[C:1]([CH2:2][CH3:3])[N:25]([CH2:26][C:27]3[O:31][N:30]=[C:29]([C:32]4[CH:33]=[CH:34][C:35]([F:38])=[CH:36][CH:37]=4)[CH:28]=3)[C:22]=2[C:21]2[CH:20]=[CH:19][CH:18]=[CH:17][C:16]=2[N:15]=1.